From a dataset of Full USPTO retrosynthesis dataset with 1.9M reactions from patents (1976-2016). Predict the reactants needed to synthesize the given product. (1) Given the product [CH:7]1([C:8]2[N:10]=[C:2]([NH2:3])[S:1][N:9]=2)[CH2:6][CH2:5]1, predict the reactants needed to synthesize it. The reactants are: [S-:1][C:2]#[N:3].[Na+].[CH2:5]1[CH:7]([C:8]([NH2:10])=[NH:9])[CH2:6]1.Cl.C(N(CC)CC)C.Cl[O-].[Na+]. (2) Given the product [C:31]([NH:1][CH2:2][CH2:3][NH:4][C:5]([C:7]1[S:8][CH:9]=[CH:10][C:11]=1[NH:12][C:13]1[CH:18]=[CH:17][N:16]=[C:15]2[NH:19][CH:20]=[CH:21][C:14]=12)=[O:6])(=[O:38])[C:32]1[CH:37]=[CH:36][CH:35]=[CH:34][CH:33]=1, predict the reactants needed to synthesize it. The reactants are: [NH2:1][CH2:2][CH2:3][NH:4][C:5]([C:7]1[S:8][CH:9]=[CH:10][C:11]=1[NH:12][C:13]1[CH:18]=[CH:17][N:16]=[C:15]2[NH:19][CH:20]=[CH:21][C:14]=12)=[O:6].C(N(C(C)C)CC)(C)C.[C:31](Cl)(=[O:38])[C:32]1[CH:37]=[CH:36][CH:35]=[CH:34][CH:33]=1. (3) The reactants are: [Si:1]([O:18][C@H:19]1[C@H:24]([C:25]([O:27][CH2:28][CH3:29])=[O:26])[CH2:23][CH2:22][N:21]([C:30]2[C:38]3[C:33](=[CH:34][CH:35]=[CH:36][C:37]=3[F:39])[N:32](C3CCCCO3)[N:31]=2)[CH2:20]1)([C:14]([CH3:17])([CH3:16])[CH3:15])([C:8]1[CH:13]=[CH:12][CH:11]=[CH:10][CH:9]=1)[C:2]1[CH:7]=[CH:6][CH:5]=[CH:4][CH:3]=1.Cl. Given the product [Si:1]([O:18][C@H:19]1[C@H:24]([C:25]([O:27][CH2:28][CH3:29])=[O:26])[CH2:23][CH2:22][N:21]([C:30]2[C:38]3[C:33](=[CH:34][CH:35]=[CH:36][C:37]=3[F:39])[NH:32][N:31]=2)[CH2:20]1)([C:14]([CH3:15])([CH3:17])[CH3:16])([C:8]1[CH:9]=[CH:10][CH:11]=[CH:12][CH:13]=1)[C:2]1[CH:3]=[CH:4][CH:5]=[CH:6][CH:7]=1, predict the reactants needed to synthesize it. (4) Given the product [C:1]([O:5][C:6](=[O:23])[C@@H:7]([N:15]1[CH:20]=[CH:19][CH:18]=[C:17]([NH:21][C:31](=[O:38])[C:32]2[CH:37]=[CH:36][CH:35]=[CH:34][CH:33]=2)[C:16]1=[O:22])[CH2:8][C:9]1[CH:14]=[CH:13][CH:12]=[CH:11][CH:10]=1)([CH3:4])([CH3:2])[CH3:3], predict the reactants needed to synthesize it. The reactants are: [C:1]([O:5][C:6](=[O:23])[C@@H:7]([N:15]1[CH:20]=[CH:19][CH:18]=[C:17]([NH2:21])[C:16]1=[O:22])[CH2:8][C:9]1[CH:14]=[CH:13][CH:12]=[CH:11][CH:10]=1)([CH3:4])([CH3:3])[CH3:2].C(N(CC)CC)C.[C:31](Cl)(=[O:38])[C:32]1[CH:37]=[CH:36][CH:35]=[CH:34][CH:33]=1. (5) Given the product [OH:49][CH2:48][CH2:50][NH:51][C:19]([C:12]1[C:13]2=[N:14][CH:15]=[CH:16][CH:17]=[C:18]2[N:10]([CH2:9][C:5]2[C:4]([CH3:22])=[C:3]([O:2][CH3:1])[N:8]=[CH:7][N:6]=2)[CH:11]=1)=[O:21], predict the reactants needed to synthesize it. The reactants are: [CH3:1][O:2][C:3]1[N:8]=[CH:7][N:6]=[C:5]([CH2:9][N:10]2[C:18]3[C:13](=[N:14][CH:15]=[CH:16][CH:17]=3)[C:12]([C:19]([OH:21])=O)=[CH:11]2)[C:4]=1[CH3:22].C(N(CC)CC)C.CCCP1(OP(CCC)(=O)OP(CCC)(=O)O1)=O.[CH2:48]([CH2:50][NH2:51])[OH:49]. (6) Given the product [F:1][C:2]1[CH:7]=[CH:6][C:5]([C:8]2[CH:13]=[CH:12][N:11]=[CH:10][C:9]=2[N:14]([CH2:15][CH:16]2[CH2:21][CH2:20][CH2:19][O:18][CH2:17]2)[C:31](=[O:32])[C:30]2[CH:34]=[C:35]([C:37]([F:40])([F:38])[F:39])[CH:36]=[C:28]([S:25]([CH3:24])(=[O:27])=[O:26])[CH:29]=2)=[C:4]([O:22][CH3:23])[CH:3]=1, predict the reactants needed to synthesize it. The reactants are: [F:1][C:2]1[CH:7]=[CH:6][C:5]([C:8]2[CH:13]=[CH:12][N:11]=[CH:10][C:9]=2[NH:14][CH2:15][CH:16]2[CH2:21][CH2:20][CH2:19][O:18][CH2:17]2)=[C:4]([O:22][CH3:23])[CH:3]=1.[CH3:24][S:25]([C:28]1[CH:29]=[C:30]([CH:34]=[C:35]([C:37]([F:40])([F:39])[F:38])[CH:36]=1)[C:31](O)=[O:32])(=[O:27])=[O:26]. (7) Given the product [CH3:1][O:2][CH:3]([CH2:7][CH:8]=[CH2:9])[CH2:4][CH:5]=[N:15][OH:16], predict the reactants needed to synthesize it. The reactants are: [CH3:1][O:2][CH:3]([CH2:7][CH:8]=[CH2:9])[CH2:4][CH:5]=O.S(O)(O)(=O)=O.[NH2:15][OH:16].C([O-])(=O)C.[Na+].O. (8) Given the product [Cl:24][C:20]1[N:19]=[C:18]([C:17]2[S:16][C:15]([CH:25]([CH3:27])[CH3:26])=[N:14][C:13]=2[C:9]2[C:8]([O:28][CH3:29])=[C:7]([CH:12]=[CH:11][CH:10]=2)[NH2:6])[CH:23]=[CH:22][N:21]=1, predict the reactants needed to synthesize it. The reactants are: C(OC(=O)[NH:6][C:7]1[CH:12]=[CH:11][CH:10]=[C:9]([C:13]2[N:14]=[C:15]([CH:25]([CH3:27])[CH3:26])[S:16][C:17]=2[C:18]2[CH:23]=[CH:22][N:21]=[C:20]([Cl:24])[N:19]=2)[C:8]=1[O:28][CH3:29])C=C.C(O)(=O)C.C([SnH](CCCC)CCCC)CCC. (9) Given the product [CH3:1][C:2]1[C:7]([O:8][C:9]2[C:10]([C:22]([NH2:23])=[O:25])=[N:11][CH:12]=[C:13]([S:15][C:16]3[CH:21]=[CH:20][CH:19]=[CH:18][N:17]=3)[CH:14]=2)=[CH:6][CH:5]=[CH:4][N:3]=1, predict the reactants needed to synthesize it. The reactants are: [CH3:1][C:2]1[C:7]([O:8][C:9]2[C:10]([C:22]#[N:23])=[N:11][CH:12]=[C:13]([S:15][C:16]3[CH:21]=[CH:20][CH:19]=[CH:18][N:17]=3)[CH:14]=2)=[CH:6][CH:5]=[CH:4][N:3]=1.S(=O)(=O)(O)[OH:25]. (10) Given the product [ClH:19].[CH2:1]([C:3]1[CH:4]=[C:5]([CH2:9][S:10][C:11]2[N:16]=[C:15]([OH:17])[CH:14]=[C:13]([CH3:18])[N:12]=2)[CH:6]=[N:7][CH:8]=1)[CH3:2], predict the reactants needed to synthesize it. The reactants are: [CH2:1]([C:3]1[CH:4]=[C:5]([CH2:9][S:10][C:11]2[N:16]=[C:15]([OH:17])[CH:14]=[C:13]([CH3:18])[N:12]=2)[CH:6]=[N:7][CH:8]=1)[CH3:2].[ClH:19].O1CCOCC1.CCOCC.